From a dataset of Full USPTO retrosynthesis dataset with 1.9M reactions from patents (1976-2016). Predict the reactants needed to synthesize the given product. Given the product [NH2:35][CH2:34][CH2:33][CH2:32][NH:36][C:13]([C:6]1[C:5]([NH:4][C:3]2[CH:27]=[CH:28][C:29]([I:31])=[CH:30][C:2]=2[F:1])=[CH:10][C:9](=[O:11])[N:8]([CH3:12])[CH:7]=1)=[O:15], predict the reactants needed to synthesize it. The reactants are: [F:1][C:2]1[CH:30]=[C:29]([I:31])[CH:28]=[CH:27][C:3]=1[NH:4][C:5]1[C:6]([C:13]([O:15]C2C(F)=C(F)C(F)=C(F)C=2F)=O)=[CH:7][N:8]([CH3:12])[C:9](=[O:11])[CH:10]=1.[CH2:32]([NH2:36])[CH2:33][CH2:34][NH2:35].